This data is from Full USPTO retrosynthesis dataset with 1.9M reactions from patents (1976-2016). The task is: Predict the reactants needed to synthesize the given product. (1) Given the product [NH2:5][C:6]1[CH:11]=[C:10]([C:12]2[N:16]=[C:15]([CH3:17])[O:14][N:13]=2)[C:9]([S:18]([NH:19][C:20]2[CH:21]=[CH:22][C:23]3[CH2:27][O:26][B:25]([OH:28])[C:24]=3[CH:29]=2)(=[O:31])=[O:30])=[N:8][CH:7]=1, predict the reactants needed to synthesize it. The reactants are: FC(F)(F)C([NH:5][C:6]1[CH:7]=[N:8][C:9]([S:18](=[O:31])(=[O:30])[NH:19][C:20]2[CH:21]=[CH:22][C:23]3[CH2:27][O:26][B:25]([OH:28])[C:24]=3[CH:29]=2)=[C:10]([C:12]2[N:16]=[C:15]([CH3:17])[O:14][N:13]=2)[CH:11]=1)=O.C(=O)([O-])[O-].[K+].[K+].CC(O)=O. (2) Given the product [CH3:3][C:4]1[N:5]=[CH:6][N:7]([CH2:11][C:10]#[CH:9])[CH:8]=1, predict the reactants needed to synthesize it. The reactants are: [H-].[Na+].[CH3:3][C:4]1[N:5]=[CH:6][NH:7][CH:8]=1.[CH2:9](Br)[C:10]#[CH:11]. (3) Given the product [O:6]1[C:17]2[CH:18]=[CH:13][CH:14]=[CH:15][C:16]=2[O:22][CH2:23][C@@H:24]1[CH2:26][O:25][S:35]([C:32]1[CH:33]=[CH:34][C:29]([CH3:39])=[CH:30][CH:31]=1)(=[O:37])=[O:36], predict the reactants needed to synthesize it. The reactants are: ClC1C=C(C=CC=1)C(OO)=[O:6].F[C:13]1[CH:14]=[CH:15][C:16]([O:22][CH2:23][C@H:24]2[CH2:26][O:25]2)=[C:17](C(=O)C)[CH:18]=1.[OH-].[Na+].[C:29]1([CH3:39])[CH:34]=[CH:33][C:32]([S:35](Cl)(=[O:37])=[O:36])=[CH:31][CH:30]=1.Cl. (4) Given the product [C:1]([O:5][C:6](=[O:9])[CH2:7][CH2:8][N:10]1[CH:14]=[CH:13][CH:12]=[N:11]1)([CH3:4])([CH3:3])[CH3:2], predict the reactants needed to synthesize it. The reactants are: [C:1]([O:5][C:6](=[O:9])[CH:7]=[CH2:8])([CH3:4])([CH3:3])[CH3:2].[NH:10]1[CH:14]=[CH:13][CH:12]=[N:11]1.N1(C2CCCCCCCCCC2)CCCN=CCCCCC1.